The task is: Predict which catalyst facilitates the given reaction.. This data is from Catalyst prediction with 721,799 reactions and 888 catalyst types from USPTO. (1) Reactant: [Cl:1][C:2]1[CH:3]=[C:4]([C:9]2[N:13]([CH3:14])[N:12]=[C:11]([C:15](=O)[CH3:16])[C:10]=2[OH:18])[CH:5]=[CH:6][C:7]=1[Cl:8].[NH:19]([C:21]([NH:23][C:24]1[CH:32]=[CH:31][C:27]([C:28]([OH:30])=[O:29])=[CH:26][CH:25]=1)=[S:22])[NH2:20].CN(C)C=O. Product: [Cl:1][C:2]1[CH:3]=[C:4]([C:9]2[N:13]([CH3:14])[N:12]=[C:11]([C:15](=[N:20][NH:19][C:21]([NH:23][C:24]3[CH:32]=[CH:31][C:27]([C:28]([OH:30])=[O:29])=[CH:26][CH:25]=3)=[S:22])[CH3:16])[C:10]=2[OH:18])[CH:5]=[CH:6][C:7]=1[Cl:8]. The catalyst class is: 126. (2) Reactant: [CH3:1][CH:2]([CH3:9])[CH2:3][C:4](=O)[CH2:5][C:6]#[N:7].[C:10]1([CH3:18])[CH:15]=[CH:14][C:13]([CH:16]=O)=[CH:12][CH:11]=1.N1CCCCC1.C(O)(=O)C.[NH2:29]/[C:30](/[CH3:36])=[CH:31]\[C:32]([O:34][CH3:35])=[O:33]. Product: [C:6]([C:5]1[CH:16]([C:13]2[CH:14]=[CH:15][C:10]([CH3:18])=[CH:11][CH:12]=2)[C:31]([C:32]([O:34][CH3:35])=[O:33])=[C:30]([CH3:36])[NH:29][C:4]=1[CH2:3][CH:2]([CH3:9])[CH3:1])#[N:7]. The catalyst class is: 11. (3) Reactant: [C:1](OCC)(=[O:6])[CH2:2][C:3]([CH3:5])=[O:4].[CH3:10][C:11]1([CH3:20])[C:15]2([CH3:19])[CH:16]([OH:18])[CH2:17][CH:12]1[CH2:13][CH2:14]2.[H-].[Na+]. Product: [C:1]([O:18][CH:16]1[CH2:17][CH:12]2[C:11]([CH3:20])([CH3:10])[C:15]1([CH3:19])[CH2:14][CH2:13]2)(=[O:6])[CH2:2][C:3]([CH3:5])=[O:4]. The catalyst class is: 194. (4) Reactant: Cl.[NH:2]1[C:7]2[N:8]=[CH:9][CH:10]=[CH:11][C:6]=2[C:5]2([CH2:16][CH2:15][NH:14][CH2:13][CH2:12]2)[O:4][C:3]1=[O:17].Cl[C:19]1[N:24]=[CH:23][N:22]=[C:21]([O:25][C:26]2[CH:27]=[C:28]([CH3:39])[C:29]3[N:33]=[C:32]([CH2:34][CH2:35][O:36][CH3:37])[NH:31][C:30]=3[CH:38]=2)[CH:20]=1.CCN(C(C)C)C(C)C.[OH-].[Na+]. Product: [CH3:37][O:36][CH2:35][CH2:34][C:32]1[NH:31][C:30]2[CH:38]=[C:26]([O:25][C:21]3[N:22]=[CH:23][N:24]=[C:19]([N:14]4[CH2:13][CH2:12][C:5]5([O:4][C:3](=[O:17])[NH:2][C:7]6[N:8]=[CH:9][CH:10]=[CH:11][C:6]5=6)[CH2:16][CH2:15]4)[CH:20]=3)[CH:27]=[C:28]([CH3:39])[C:29]=2[N:33]=1. The catalyst class is: 3.